This data is from Full USPTO retrosynthesis dataset with 1.9M reactions from patents (1976-2016). The task is: Predict the reactants needed to synthesize the given product. Given the product [CH2:1]([O:3][C:4](=[O:8])[CH:5]([N:22]1[CH2:21][CH2:20][CH:19]([CH2:18][CH2:17][CH2:16][CH2:15][C:12]2[CH:11]=[CH:10][N:9]=[CH:14][CH:13]=2)[CH2:24][CH2:23]1)[CH3:6])[CH3:2], predict the reactants needed to synthesize it. The reactants are: [CH2:1]([O:3][C:4](=[O:8])[CH:5](Br)[CH3:6])[CH3:2].[NH:9]1[CH2:14][CH2:13][CH:12]([CH2:15][CH2:16][CH2:17][CH2:18][C:19]2[CH:24]=[CH:23][N:22]=[CH:21][CH:20]=2)[CH2:11][CH2:10]1.CCN(CC)CC.